Dataset: Reaction yield outcomes from USPTO patents with 853,638 reactions. Task: Predict the reaction yield, written as a fraction of the theoretical maximum amount of product (1.0 means a 100% yield; for example, 0.34 means a 34% yield). The reactants are [NH2:1][C:2]1[CH:7]=[C:6]([CH3:8])[C:5]([CH3:9])=[CH:4][C:3]=1[NH:10][CH2:11][CH2:12][CH2:13][CH2:14][CH2:15][OH:16].O.[NH:18]1[C:26](=[O:27])[C:24](=O)[C:22](=O)[NH:21][C:19]1=[O:20].[B]=O. The catalyst is C(O)(=O)C. The product is [OH:16][CH2:15][CH2:14][CH2:13][CH2:12][CH2:11][N:10]1[C:22]2[C:24]([C:26](=[O:27])[NH:18][C:19](=[O:20])[N:21]=2)=[N:1][C:2]2[CH:7]=[C:6]([CH3:8])[C:5]([CH3:9])=[CH:4][C:3]1=2. The yield is 0.370.